Dataset: Full USPTO retrosynthesis dataset with 1.9M reactions from patents (1976-2016). Task: Predict the reactants needed to synthesize the given product. (1) Given the product [Br:14][C:3]1[CH:5]=[CH:6][C:7]([CH3:9])=[CH:8][C:2]=1[I:1], predict the reactants needed to synthesize it. The reactants are: [I:1][C:2]1[CH:8]=[C:7]([CH3:9])[CH:6]=[CH:5][C:3]=1N.N([O-])=O.[Na+].[BrH:14]. (2) Given the product [C:1]([C:5]1[CH:6]=[C:7]([CH:12]=[C:13]([C:15]#[N:16])[CH:14]=1)[C:8]([OH:10])=[O:9])([CH3:4])([CH3:2])[CH3:3], predict the reactants needed to synthesize it. The reactants are: [C:1]([C:5]1[CH:6]=[C:7]([CH:12]=[C:13]([C:15]#[N:16])[CH:14]=1)[C:8]([O:10]C)=[O:9])([CH3:4])([CH3:3])[CH3:2].[OH-].[Na+].Cl. (3) The reactants are: Cl.[NH2:2][C@@H:3]([CH2:17][CH:18]1[CH2:23][CH2:22][CH2:21][CH2:20][O:19]1)[C:4]([NH:6][C:7]1[CH:11]=[CH:10][N:9]([CH2:12][C:13]([OH:16])([CH3:15])[CH3:14])[N:8]=1)=[O:5].C(N(CC)CC)C.Cl.OC(C)(C)CN1C=CC(NC(=O)[C@@H](N2[CH2:51][C:50]([O:52][C:53]3[CH:58]=[CH:57][CH:56]=[C:55]([Cl:59])[C:54]=3[Cl:60])=[CH:49][C:48]2=[O:61])CC(C)C)=N1. Given the product [Cl:60][C:54]1[C:55]([Cl:59])=[CH:56][CH:57]=[CH:58][C:53]=1[O:52][C:50]1[CH2:51][N:2]([C@@H:3]([CH2:17][CH:18]2[CH2:23][CH2:22][CH2:21][CH2:20][O:19]2)[C:4]([NH:6][C:7]2[CH:11]=[CH:10][N:9]([CH2:12][C:13]([OH:16])([CH3:14])[CH3:15])[N:8]=2)=[O:5])[C:48](=[O:61])[CH:49]=1, predict the reactants needed to synthesize it. (4) Given the product [CH3:37][N:7]([CH3:6])[CH2:8][CH2:9][N:10]([CH3:36])[C:11]1[CH:16]=[C:15]([O:17][CH3:18])[C:14]([NH:19][C:20]2[N:25]=[C:24]([C:26]3[C:34]4[C:29](=[CH:30][CH:31]=[CH:32][CH:33]=4)[NH:28][CH:27]=3)[CH:23]=[CH:22][N:21]=2)=[CH:13][C:12]=1[NH:35][C:1](=[O:4])[CH:2]=[CH2:3], predict the reactants needed to synthesize it. The reactants are: [C:1](Cl)(=[O:4])[CH:2]=[CH2:3].[CH3:6][N:7]([CH3:37])[CH2:8][CH2:9][N:10]([CH3:36])[C:11]1[C:12]([NH2:35])=[CH:13][C:14]([NH:19][C:20]2[N:25]=[C:24]([C:26]3[C:34]4[C:29](=[CH:30][CH:31]=[CH:32][CH:33]=4)[NH:28][CH:27]=3)[CH:23]=[CH:22][N:21]=2)=[C:15]([O:17][CH3:18])[CH:16]=1. (5) The reactants are: [CH:1]([C:3]1[C:13]2[O:12][CH2:11][CH2:10][C@H:9]3[CH2:14][NH:15][CH2:16][CH2:17][N:8]3[C:7]=2[CH:6]=[CH:5][CH:4]=1)=[CH2:2]. Given the product [CH2:1]([C:3]1[C:13]2[O:12][CH2:11][CH2:10][C@H:9]3[CH2:14][NH:15][CH2:16][CH2:17][N:8]3[C:7]=2[CH:6]=[CH:5][CH:4]=1)[CH3:2], predict the reactants needed to synthesize it.